The task is: Predict which catalyst facilitates the given reaction.. This data is from Catalyst prediction with 721,799 reactions and 888 catalyst types from USPTO. (1) Reactant: [OH-].[Li+].[Cl:3][C:4]1[CH:5]=[C:6]([C:12]2[N:13]=[C:14]([N:21]3[C:29]4[C:24](=[C:25]([O:30][CH2:31][C:32]([O:34]CC)=[O:33])[CH:26]=[CH:27][CH:28]=4)[CH2:23][CH2:22]3)[C:15]3[CH2:20][CH2:19][CH2:18][C:16]=3[N:17]=2)[CH:7]=[CH:8][C:9]=1[O:10][CH3:11].O.Cl. Product: [Cl:3][C:4]1[CH:5]=[C:6]([C:12]2[N:13]=[C:14]([N:21]3[C:29]4[C:24](=[C:25]([O:30][CH2:31][C:32]([OH:34])=[O:33])[CH:26]=[CH:27][CH:28]=4)[CH2:23][CH2:22]3)[C:15]3[CH2:20][CH2:19][CH2:18][C:16]=3[N:17]=2)[CH:7]=[CH:8][C:9]=1[O:10][CH3:11]. The catalyst class is: 1. (2) Reactant: [Cl:1][C:2]1[CH:7]=[CH:6][C:5]([C@@H:8]2[CH2:10][C@H:9]2[C:11]([OH:13])=[O:12])=[CH:4][CH:3]=1.S(=O)(=O)(O)O.[C:19](=O)([O-])[O-].[Na+].[Na+]. Product: [Cl:1][C:2]1[CH:3]=[CH:4][C:5]([C@@H:8]2[CH2:10][C@H:9]2[C:11]([O:13][CH3:19])=[O:12])=[CH:6][CH:7]=1. The catalyst class is: 5. (3) Reactant: [CH3:1][C:2]1([CH3:22])[CH2:7][O:6][C:5]([CH2:14][S:15][CH2:16][C:17]([O:19]CC)=[O:18])([C:8]2[CH:13]=[CH:12][CH:11]=[CH:10][CH:9]=2)[O:4][CH2:3]1.[Li+].[OH-]. Product: [CH3:1][C:2]1([CH3:22])[CH2:7][O:6][C:5]([CH2:14][S:15][CH2:16][C:17]([OH:19])=[O:18])([C:8]2[CH:13]=[CH:12][CH:11]=[CH:10][CH:9]=2)[O:4][CH2:3]1. The catalyst class is: 20. (4) Reactant: [C:1]([C@@:3]1([OH:19])[C@H:7]([OH:8])[C@@H:6]([CH2:9][OH:10])[O:5][C@H:4]1[N:11]1[CH:16]=[CH:15][C:14](=[O:17])[NH:13][C:12]1=[O:18])#[CH:2].C([Mg]Cl)(C)(C)C.[Cl:26][C:27]1[CH:55]=[CH:54][C:30]([O:31][P:32]([NH:46][CH2:47][C:48]([O:50][CH:51]([CH3:53])[CH3:52])=[O:49])(OC2C(F)=C(F)C(F)=C(F)C=2F)=[O:33])=[CH:29][CH:28]=1. Product: [Cl:26][C:27]1[CH:28]=[CH:29][C:30]([O:31][P:32]([NH:46][CH2:47][C:48]([O:50][CH:51]([CH3:52])[CH3:53])=[O:49])([O:10][CH2:9][C@@H:6]2[C@@H:7]([OH:8])[C@@:3]([C:1]#[CH:2])([OH:19])[C@H:4]([N:11]3[CH:16]=[CH:15][C:14](=[O:17])[NH:13][C:12]3=[O:18])[O:5]2)=[O:33])=[CH:54][CH:55]=1. The catalyst class is: 1. (5) Reactant: C([O:9][CH2:10][C@@H:11]1[C@@H:15]([O:16]C(=O)C2C=CC=CC=2)[C@@H:14]([O:25]C(=O)C2C=CC=CC=2)[C@H:13]([N:34]2[CH:39]=[C:38]([F:40])[N:37]=[C:36]([C:41]([NH2:43])=[O:42])[C:35]2=[O:44])[O:12]1)(=O)C1C=CC=CC=1.C[O-].[Na+].Cl. Product: [OH:25][C@@H:14]1[C@H:15]([OH:16])[C@@H:11]([CH2:10][OH:9])[O:12][C@H:13]1[N:34]1[CH:39]=[C:38]([F:40])[N:37]=[C:36]([C:41]([NH2:43])=[O:42])[C:35]1=[O:44]. The catalyst class is: 5. (6) Reactant: Cl.[CH3:2][O:3][C:4](=[O:11])[C@@H:5]([NH2:10])[CH2:6][CH:7]([CH3:9])[CH3:8].C[O:13][C:14](=O)[C:15]1[CH:20]=[CH:19][CH:18]=[C:17]([C:21]([F:24])([F:23])[F:22])[C:16]=1[CH2:25]Br.C(N(CC)CC)C. Product: [CH3:2][O:3][C:4](=[O:11])[C@@H:5]([N:10]1[CH2:25][C:16]2[C:15](=[CH:20][CH:19]=[CH:18][C:17]=2[C:21]([F:24])([F:22])[F:23])[C:14]1=[O:13])[CH2:6][CH:7]([CH3:9])[CH3:8]. The catalyst class is: 10.